This data is from hERG potassium channel inhibition data for cardiac toxicity prediction from Karim et al.. The task is: Regression/Classification. Given a drug SMILES string, predict its toxicity properties. Task type varies by dataset: regression for continuous values (e.g., LD50, hERG inhibition percentage) or binary classification for toxic/non-toxic outcomes (e.g., AMES mutagenicity, cardiotoxicity, hepatotoxicity). Dataset: herg_karim. (1) The compound is CC1CCc2c([nH]c3ccccc23)C2(N1)C(=O)Nc1ccc(Br)cc12. The result is 0 (non-blocker). (2) The compound is CCOC(=O)C1=C(CN2CCOC[C@H]2C(=O)O)NC(c2nccs2)=N[C@@H]1c1ccc(Cl)cc1Cl. The result is 0 (non-blocker). (3) The compound is CCN(C)C(=O)c1ccc([C@H](c2ccccn2)N2CCN(Cc3ccccn3)CC2)cc1. The result is 0 (non-blocker). (4) The molecule is C[C@H]1Cc2c(ncnc2Oc2ccc3c(ccn3C(=O)Nc3cccc(C(F)(F)F)c3)c2)CN1. The result is 0 (non-blocker). (5) The drug is COc1ccc2ncc(=O)n(C[C@H](N)[C@H]3CC[C@H](NCc4ncc5c(n4)NC(=O)CO5)CC3)c2c1. The result is 0 (non-blocker). (6) The compound is COc1ccc([C@H]2CN(CCCN(C)S(C)(=O)=O)C[C@@H]2CC(=O)Nc2cccc(Cl)c2)cc1. The result is 1 (blocker).